Task: Regression/Classification. Given a drug SMILES string, predict its absorption, distribution, metabolism, or excretion properties. Task type varies by dataset: regression for continuous measurements (e.g., permeability, clearance, half-life) or binary classification for categorical outcomes (e.g., BBB penetration, CYP inhibition). Dataset: cyp2c9_veith.. Dataset: CYP2C9 inhibition data for predicting drug metabolism from PubChem BioAssay (1) The molecule is Cc1cc(NC(=O)CSCCO)no1. The result is 0 (non-inhibitor). (2) The drug is COc1ccc(CNC(=O)/C=C\c2ccc3[nH]cc(CCN(C)C)c3c2)cc1. The result is 0 (non-inhibitor). (3) The drug is COc1cccc(Nc2ncc3nc(-c4ccccc4)c(=O)n(C)c3n2)c1. The result is 0 (non-inhibitor). (4) The compound is Oc1ccc2c3c1O[C@@H]1[C@@H](O)CC[C@]4(O)[C@H](C2)N(CC2CCC2)CC[C@@]314. The result is 0 (non-inhibitor).